From a dataset of Reaction yield outcomes from USPTO patents with 853,638 reactions. Predict the reaction yield, written as a fraction of the theoretical maximum amount of product (1.0 means a 100% yield; for example, 0.34 means a 34% yield). The reactants are [I:1][C:2]1[CH:10]=[C:9]2[C:5]([CH:6]=[N:7][NH:8]2)=[CH:4][CH:3]=1.CC(C)([O-])C.[Na+].[C:17]1([CH3:29])[CH:22]=[C:21]([CH3:23])[CH:20]=[C:19]([CH3:24])[C:18]=1[S:25](Cl)(=[O:27])=[O:26]. The catalyst is C1COCC1. The product is [I:1][C:2]1[CH:10]=[C:9]2[C:5]([CH:6]=[N:7][N:8]2[S:25]([C:18]2[C:19]([CH3:24])=[CH:20][C:21]([CH3:23])=[CH:22][C:17]=2[CH3:29])(=[O:27])=[O:26])=[CH:4][CH:3]=1. The yield is 1.00.